From a dataset of Reaction yield outcomes from USPTO patents with 853,638 reactions. Predict the reaction yield, written as a fraction of the theoretical maximum amount of product (1.0 means a 100% yield; for example, 0.34 means a 34% yield). (1) The reactants are [CH2:1]([C:5]1[N:6]=[C:7]([CH3:27])[NH:8][C:9](=[O:26])[C:10]=1[CH2:11][C:12]1[CH:17]=[CH:16][C:15]([C:18]2[C:19]([C:24]#[N:25])=[CH:20][CH:21]=[CH:22][CH:23]=2)=[CH:14][CH:13]=1)[CH2:2][CH2:3][CH3:4].[O:28]1[C:32]2[CH:33]=[C:34](B(O)O)[CH:35]=[CH:36][C:31]=2[CH2:30][CH2:29]1.C([N:42](CC)CC)C.N1C=CC=CC=1.[C:53]([O:56]CC)(=[O:55])C. The catalyst is C(Cl)Cl.C([O-])(=O)C.[Cu+2].C([O-])(=O)C. The product is [CH2:1]([C:5]1[N:6]=[C:7]([CH3:27])[N:8]([C:34]2[CH:35]=[CH:36][C:31]3[CH2:30][CH2:29][O:28][C:32]=3[CH:33]=2)[C:9](=[O:26])[C:10]=1[CH2:11][C:12]1[CH:17]=[CH:16][C:15]([C:18]2[CH:23]=[CH:22][CH:21]=[CH:20][C:19]=2[C:24]2[NH:42][C:53](=[O:55])[O:56][N:25]=2)=[CH:14][CH:13]=1)[CH2:2][CH2:3][CH3:4]. The yield is 0.830. (2) The reactants are [C:1]([CH2:3][C:4]1([N:22]2[CH:26]=[C:25]([C:27]3[C:28]4[CH:35]=[CH:34][N:33]([CH2:36][O:37][CH2:38][CH2:39][Si:40]([CH3:43])([CH3:42])[CH3:41])[C:29]=4[N:30]=[CH:31][N:32]=3)[CH:24]=[N:23]2)[CH2:7][N:6]([CH:8]2[CH2:13][CH2:12][N:11](C(OC(C)(C)C)=O)[CH:10]([CH3:21])[CH2:9]2)[CH2:5]1)#[N:2].Cl.O1CCOCC1. The catalyst is CO. The product is [CH3:21][CH:10]1[CH2:9][CH:8]([N:6]2[CH2:7][C:4]([CH2:3][C:1]#[N:2])([N:22]3[CH:26]=[C:25]([C:27]4[C:28]5[CH:35]=[CH:34][N:33]([CH2:36][O:37][CH2:38][CH2:39][Si:40]([CH3:42])([CH3:41])[CH3:43])[C:29]=5[N:30]=[CH:31][N:32]=4)[CH:24]=[N:23]3)[CH2:5]2)[CH2:13][CH2:12][NH:11]1. The yield is 0.990.